From a dataset of Reaction yield outcomes from USPTO patents with 853,638 reactions. Predict the reaction yield, written as a fraction of the theoretical maximum amount of product (1.0 means a 100% yield; for example, 0.34 means a 34% yield). (1) The reactants are [CH3:1][O:2][C:3]([C:5]1[CH:10]=[C:9](Cl)[N:8]=[C:7]([Cl:12])[N:6]=1)=[O:4].C(N(CC)CC)C.[NH:20]1[CH2:25][CH2:24][CH2:23][CH2:22][CH2:21]1. The catalyst is ClCCl. The product is [CH3:1][O:2][C:3]([C:5]1[CH:10]=[C:9]([N:20]2[CH2:25][CH2:24][CH2:23][CH2:22][CH2:21]2)[N:8]=[C:7]([Cl:12])[N:6]=1)=[O:4]. The yield is 0.860. (2) The reactants are [F:1][C:2]1[CH:7]=[C:6]([F:8])[CH:5]=[CH:4][C:3]=1[N:9]1[C:14]([CH3:15])=[CH:13][CH:12]=[C:11]([C:16]#N)[C:10]1=[O:18].[OH2:19].[OH-:20].[Na+]. The catalyst is S(=O)(=O)(O)O. The product is [F:1][C:2]1[CH:7]=[C:6]([F:8])[CH:5]=[CH:4][C:3]=1[N:9]1[C:14]([CH3:15])=[CH:13][CH:12]=[C:11]([C:16]([OH:20])=[O:19])[C:10]1=[O:18]. The yield is 0.930. (3) The reactants are C([O:4][C@H:5]1[C:9]2[N:10]=[CH:11][N:12]=[C:13]([N:14]3[CH2:19][CH2:18][N:17]([C:20]([O:22][C:23]([CH3:26])([CH3:25])[CH3:24])=[O:21])[CH2:16][CH2:15]3)[C:8]=2[C@H:7]([CH3:27])[CH2:6]1)(=O)C.[Li+].[OH-]. The catalyst is C1COCC1. The product is [OH:4][C@H:5]1[C:9]2[N:10]=[CH:11][N:12]=[C:13]([N:14]3[CH2:19][CH2:18][N:17]([C:20]([O:22][C:23]([CH3:26])([CH3:25])[CH3:24])=[O:21])[CH2:16][CH2:15]3)[C:8]=2[C@H:7]([CH3:27])[CH2:6]1. The yield is 0.700. (4) The reactants are [N:1]1[C:10]2[C:5](=[CH:6][CH:7]=[CH:8][CH:9]=2)[N:4]=[CH:3][C:2]=1[C:11](Cl)=[O:12].[C:14]1([C@H:20]([CH3:23])[CH2:21][NH2:22])[CH:19]=[CH:18][CH:17]=[CH:16][CH:15]=1.N1C=CC=CC=1. The catalyst is O. The product is [C:14]1([C@H:20]([CH3:23])[CH2:21][NH:22][C:11]([C:2]2[CH:3]=[N:4][C:5]3[C:10](=[CH:9][CH:8]=[CH:7][CH:6]=3)[N:1]=2)=[O:12])[CH:19]=[CH:18][CH:17]=[CH:16][CH:15]=1. The yield is 0.740. (5) The reactants are Br[C:2]1[CH:3]=[C:4]([N:13]([C@H:16]2[CH2:21][CH2:20][C@H:19]([N:22]([CH3:24])[CH3:23])[CH2:18][CH2:17]2)[CH2:14][CH3:15])[C:5]([CH3:12])=[C:6]([CH:11]=1)[C:7]([O:9][CH3:10])=[O:8].[CH3:25][O:26][CH2:27][C:28]1[N:33]=[CH:32][C:31](B(O)O)=[CH:30][CH:29]=1.C([O-])([O-])=O.[Na+].[Na+]. The catalyst is O1CCOCC1.O.C1C=CC([P]([Pd]([P](C2C=CC=CC=2)(C2C=CC=CC=2)C2C=CC=CC=2)([P](C2C=CC=CC=2)(C2C=CC=CC=2)C2C=CC=CC=2)[P](C2C=CC=CC=2)(C2C=CC=CC=2)C2C=CC=CC=2)(C2C=CC=CC=2)C2C=CC=CC=2)=CC=1. The product is [CH3:23][N:22]([CH3:24])[C@H:19]1[CH2:20][CH2:21][C@H:16]([N:13]([CH2:14][CH3:15])[C:4]2[C:5]([CH3:12])=[C:6]([CH:11]=[C:2]([C:31]3[CH:32]=[N:33][C:28]([CH2:27][O:26][CH3:25])=[CH:29][CH:30]=3)[CH:3]=2)[C:7]([O:9][CH3:10])=[O:8])[CH2:17][CH2:18]1. The yield is 0.727. (6) The reactants are [OH:1][C:2]1[CH:7]=[CH:6][C:5]([C:8]2[CH:9]=[C:10]([CH:15]=[CH:16][CH:17]=2)[C:11]([NH:13][CH3:14])=[O:12])=[CH:4][C:3]=1[CH3:18].[F:19][C:20]([F:39])([F:38])[S:21](N(C1C=CC=CC=1)[S:21]([C:20]([F:39])([F:38])[F:19])(=[O:23])=[O:22])(=[O:23])=[O:22].CCN(CC)CC. The catalyst is C(Cl)Cl. The product is [CH3:18][C:3]1[CH:4]=[C:5]([C:8]2[CH:17]=[CH:16][CH:15]=[C:10]([C:11](=[O:12])[NH:13][CH3:14])[CH:9]=2)[CH:6]=[CH:7][C:2]=1[O:1][S:21]([C:20]([F:39])([F:38])[F:19])(=[O:23])=[O:22]. The yield is 0.980. (7) The product is [Br:1][C:2]1[C:3]([CH3:4])=[C:8]2[C:9](=[C:10]([CH3:13])[C:11]=1[Br:12])[C@H:22]([OH:23])[C@@H:5]([O:21][CH3:16])[CH:6]=[CH:7]2. The reactants are [Br:1][C:2]1[C:11]([Br:12])=[C:10]([CH3:13])[CH:9]=[C:8]2[C:3]=1[C:4]1(C)O[CH:7]2[CH:6]=[CH:5]1.[CH2:16]([OH:21])C(F)(F)F.[CH3:22][OH:23]. No catalyst specified. The yield is 0.790.